Dataset: Full USPTO retrosynthesis dataset with 1.9M reactions from patents (1976-2016). Task: Predict the reactants needed to synthesize the given product. (1) Given the product [C:1]([Si:5]([CH3:35])([CH3:34])[O:6][CH:7]([C:30]([CH3:33])([CH3:32])[CH3:31])[CH2:8][CH2:9][C:10]1[CH:15]=[CH:14][C:13]([C:16]([C:21]2[CH:26]=[CH:25][C:24]([O:27][CH2:56][C@@H:57]3[O:62][C:61](=[O:63])[CH2:60][CH2:59][CH2:58]3)=[C:23]([CH3:28])[CH:22]=2)([CH2:17][CH3:18])[CH2:19][CH3:20])=[CH:12][C:11]=1[CH3:29])([CH3:3])([CH3:2])[CH3:4], predict the reactants needed to synthesize it. The reactants are: [C:1]([Si:5]([CH3:35])([CH3:34])[O:6][CH:7]([C:30]([CH3:33])([CH3:32])[CH3:31])[CH2:8][CH2:9][C:10]1[CH:15]=[CH:14][C:13]([C:16]([C:21]2[CH:26]=[CH:25][C:24]([OH:27])=[C:23]([CH3:28])[CH:22]=2)([CH2:19][CH3:20])[CH2:17][CH3:18])=[CH:12][C:11]=1[CH3:29])([CH3:4])([CH3:3])[CH3:2].C1C=CC(P(C2C=CC=CC=2)C2C=CC=CC=2)=CC=1.O[CH2:56][C@@H:57]1[O:62][C:61](=[O:63])[CH2:60][CH2:59][CH2:58]1.CCOC(/N=N/C(OCC)=O)=O. (2) Given the product [C:1]([C:5]1[O:9][N:8]=[C:7]([NH:10][C:11]([NH:13][C:14]2[CH:19]=[CH:18][CH:17]=[C:16]([O:20][C:21]3[C:30]4[C:25](=[CH:26][C:27]([O:35][CH3:36])=[C:28]([O:31][CH2:32][CH2:33][N:37]5[CH2:42][CH2:41][S:40](=[O:44])(=[O:43])[CH2:39][CH2:38]5)[CH:29]=4)[N:24]=[CH:23][N:22]=3)[CH:15]=2)=[O:12])[CH:6]=1)([CH3:4])([CH3:3])[CH3:2], predict the reactants needed to synthesize it. The reactants are: [C:1]([C:5]1[O:9][N:8]=[C:7]([NH:10][C:11]([NH:13][C:14]2[CH:19]=[CH:18][CH:17]=[C:16]([O:20][C:21]3[C:30]4[C:25](=[CH:26][C:27]([O:35][CH3:36])=[C:28]([O:31][CH2:32][CH2:33]Cl)[CH:29]=4)[N:24]=[CH:23][N:22]=3)[CH:15]=2)=[O:12])[CH:6]=1)([CH3:4])([CH3:3])[CH3:2].[NH:37]1[CH2:42][CH2:41][S:40](=[O:44])(=[O:43])[CH2:39][CH2:38]1.CCN(C(C)C)C(C)C. (3) Given the product [CH3:15][O:16][C:17]1[CH:22]=[CH:21][C:20]([CH2:23][NH:24][S:2]([C:5]2[CH:14]=[CH:13][C:8]([C:9]([O:11][CH3:12])=[O:10])=[CH:7][CH:6]=2)(=[O:4])=[O:3])=[CH:19][CH:18]=1, predict the reactants needed to synthesize it. The reactants are: Cl[S:2]([C:5]1[CH:14]=[CH:13][C:8]([C:9]([O:11][CH3:12])=[O:10])=[CH:7][CH:6]=1)(=[O:4])=[O:3].[CH3:15][O:16][C:17]1[CH:22]=[CH:21][C:20]([CH2:23][NH2:24])=[CH:19][CH:18]=1.C(N(CC)CC)C.